Task: Predict the reaction yield, written as a fraction of the theoretical maximum amount of product (1.0 means a 100% yield; for example, 0.34 means a 34% yield).. Dataset: Reaction yield outcomes from USPTO patents with 853,638 reactions (1) The reactants are C([N:5]1[C:9]([C:10]2[CH:15]=CN=[CH:12][CH:11]=2)=[C:8]([C:16](OCC)=O)[CH:7]=[N:6]1)C(C)C.[C:21]([CH2:29][C:30]([O:32][CH2:33][CH3:34])=[O:31])(=O)[C:22]1[CH:27]=[CH:26][CH:25]=[CH:24][CH:23]=1.Cl.CC1CCCCC1NN. No catalyst specified. The product is [CH3:15][CH:10]1[CH2:11][CH2:12][CH2:16][CH2:8][CH:9]1[N:5]1[C:21]([C:22]2[CH:27]=[CH:26][CH:25]=[CH:24][CH:23]=2)=[C:29]([C:30]([O:32][CH2:33][CH3:34])=[O:31])[CH:7]=[N:6]1. The yield is 0.840. (2) The reactants are [CH2:1]([O:8][C:9]1[CH:14]=[CH:13][C:12](/[CH:15]=[CH:16]/[N+:17]([O-:19])=[O:18])=[CH:11][CH:10]=1)[C:2]1[CH:7]=[CH:6][CH:5]=[CH:4][CH:3]=1.C(O)(=O)C.CS(C)=O.[BH4-].[Na+]. The catalyst is O. The product is [CH2:1]([O:8][C:9]1[CH:14]=[CH:13][C:12]([CH2:15][CH2:16][N+:17]([O-:19])=[O:18])=[CH:11][CH:10]=1)[C:2]1[CH:3]=[CH:4][CH:5]=[CH:6][CH:7]=1. The yield is 0.700.